Dataset: Full USPTO retrosynthesis dataset with 1.9M reactions from patents (1976-2016). Task: Predict the reactants needed to synthesize the given product. (1) Given the product [CH:12]([C:14]1[CH:19]=[C:18]([C:2]2[C:3]([C:4]#[N:5])=[C:6]([O:10][CH3:11])[CH:7]=[CH:8][CH:9]=2)[CH:17]=[CH:16][CH:15]=1)=[O:13], predict the reactants needed to synthesize it. The reactants are: Br[C:2]1[CH:9]=[CH:8][CH:7]=[C:6]([O:10][CH3:11])[C:3]=1[C:4]#[N:5].[CH:12]([C:14]1[CH:15]=[C:16](B(O)O)[CH:17]=[CH:18][CH:19]=1)=[O:13]. (2) The reactants are: [N:1]1[CH:6]=[CH:5][CH:4]=[CH:3][C:2]=1[S:7](Cl)(=[O:9])=[O:8].[C:11]([O:15][C:16](=[O:38])[NH:17][C@H:18]([C:26](=[O:37])[NH:27][C@H:28]1[CH2:34][CH2:33][C@@H:32]([CH3:35])[NH:31][CH2:30][C@@H:29]1[OH:36])[CH2:19][CH:20]1[CH2:25][CH2:24][CH2:23][CH2:22][CH2:21]1)([CH3:14])([CH3:13])[CH3:12].C(N(CC)CC)C. Given the product [C:11]([O:15][C:16](=[O:38])[NH:17][C@H:18]([C:26](=[O:37])[NH:27][C@H:28]1[CH2:34][CH2:33][C@@H:32]([CH3:35])[N:31]([S:7]([C:2]2[CH:3]=[CH:4][CH:5]=[CH:6][N:1]=2)(=[O:9])=[O:8])[CH2:30][C@@H:29]1[OH:36])[CH2:19][CH:20]1[CH2:21][CH2:22][CH2:23][CH2:24][CH2:25]1)([CH3:12])([CH3:13])[CH3:14], predict the reactants needed to synthesize it. (3) Given the product [CH2:16]([O:15][C:13]([C:2]1[N:7]=[CH:6][CH:5]=[CH:4][N:3]=1)=[CH2:14])[CH3:17], predict the reactants needed to synthesize it. The reactants are: Br[C:2]1[N:7]=[CH:6][CH:5]=[CH:4][N:3]=1.C([Sn](CCCC)(CCCC)[C:13]([O:15][CH2:16][CH3:17])=[CH2:14])CCC.C([O-])(O)=O.[Na+]. (4) Given the product [CH3:47][Si:2]([CH3:1])([CH3:48])[CH2:3][CH2:4][O:5][CH2:6][N:7]([CH2:39][O:40][CH2:41][CH2:42][Si:43]([CH3:44])([CH3:45])[CH3:46])[C:8]1[N:13]2[N:14]=[CH:15][C:16]([C:17]3[CH:18]=[N:19][C:20]4[C:25]([CH:26]=3)=[CH:24][CH:23]=[CH:22][CH:21]=4)=[C:12]2[N:11]=[C:10]([CH:70]2[CH2:71][CH2:66][CH2:67][CH:68]([CH2:72][C:73]([O:75][CH2:76][CH3:77])=[O:74])[CH2:69]2)[CH:9]=1, predict the reactants needed to synthesize it. The reactants are: [CH3:1][Si:2]([CH3:48])([CH3:47])[CH2:3][CH2:4][O:5][CH2:6][N:7]([CH2:39][O:40][CH2:41][CH2:42][Si:43]([CH3:46])([CH3:45])[CH3:44])[C:8]1[N:13]2[N:14]=[CH:15][C:16]([C:17]3[CH:18]=[N:19][C:20]4[C:25]([CH:26]=3)=[CH:24][CH:23]=[CH:22][CH:21]=4)=[C:12]2[N:11]=[C:10](C2CCC(CC(OCC)=O)CC2)[CH:9]=1.C[Si](C)(C)CCOCN(COCC[Si](C)(C)C)C1N2N=CC(I)=C2N=C([CH:66]2[CH2:71][CH2:70][CH2:69][CH:68]([CH2:72][C:73]([O:75][CH2:76][CH3:77])=[O:74])[CH2:67]2)C=1.C[Si](C)(C)CCOCN(COCC[Si](C)(C)C)C1N2N=CC(I)=C2N=C(C2CCC(CC(OCC)=O)CC2)C=1. (5) Given the product [NH2:12][C:10]1[S:11][C:7]([C:5]2[CH:4]=[CH:3][N:34]=[C:32]([NH:31][C:28]3[CH:27]=[CH:26][C:25]([N:19]4[CH2:24][CH2:23][S:22][CH2:21][CH2:20]4)=[CH:30][CH:29]=3)[N:33]=2)=[C:8]([CH3:17])[N:9]=1, predict the reactants needed to synthesize it. The reactants are: CN(C)[CH:3]=[CH:4][C:5]([C:7]1[S:11][C:10]([N:12]=CN(C)C)=[N:9][C:8]=1[CH3:17])=O.[N:19]1([C:25]2[CH:30]=[CH:29][C:28]([NH:31][C:32]([NH2:34])=[NH:33])=[CH:27][CH:26]=2)[CH2:24][CH2:23][S:22][CH2:21][CH2:20]1.